Dataset: Retrosynthesis with 50K atom-mapped reactions and 10 reaction types from USPTO. Task: Predict the reactants needed to synthesize the given product. (1) The reactants are: CC(C)C[C@@H]1NC[C@H](c2ccsc2)NC1=O.O=C(O)c1cc(-c2ccc(F)cc2)no1. Given the product CC(C)C[C@H]1C(=O)N[C@@H](c2ccsc2)CN1C(=O)c1cc(-c2ccc(F)cc2)no1, predict the reactants needed to synthesize it. (2) The reactants are: COC(=O)c1ccc(Cl)c2nc(Nc3ccc(C(N)=O)cc3C)n(CCCO)c12. Given the product COC(=O)c1ccc(Cl)c2nc3n(c12)CCCN3c1ccc(C(N)=O)cc1C, predict the reactants needed to synthesize it.